The task is: Predict the product of the given reaction.. This data is from Forward reaction prediction with 1.9M reactions from USPTO patents (1976-2016). (1) Given the reactants [F:1][CH:2]([F:21])[O:3][C:4]1[CH:5]=[C:6]([O:19][CH3:20])[C:7]([N+:16]([O-])=O)=[C:8]([N:10]2[CH:14]=[C:13]([CH3:15])[N:12]=[CH:11]2)[CH:9]=1.C1COCC1.C([O-])=O.[NH4+], predict the reaction product. The product is: [F:21][CH:2]([F:1])[O:3][C:4]1[CH:9]=[C:8]([N:10]2[CH:14]=[C:13]([CH3:15])[N:12]=[CH:11]2)[C:7]([NH2:16])=[C:6]([O:19][CH3:20])[CH:5]=1. (2) Given the reactants [Cl:1][C:2]1[CH:10]=[C:9]2[C:5]([C@@H:6]([C:12]3[CH:17]=[CH:16][CH:15]=[CH:14][CH:13]=3)[CH2:7][C@H:8]2[OH:11])=[CH:4][CH:3]=1.C(OC(=O)CCC)=C, predict the reaction product. The product is: [Cl:1][C:2]1[CH:10]=[C:9]2[C:5]([C@H:6]([C:12]3[CH:13]=[CH:14][CH:15]=[CH:16][CH:17]=3)[CH2:7][C@@H:8]2[OH:11])=[CH:4][CH:3]=1. (3) Given the reactants Cl[C:2]1[C:3]2[CH2:10][CH2:9][NH:8][C:4]=2[N:5]=[CH:6][N:7]=1.[F:11][C:12]1[CH:17]=[CH:16][C:15]([C:18]2[N:19]=[C:20]([CH:28]3[CH2:33][CH2:32][NH:31][CH2:30][CH2:29]3)[N:21]([CH2:23][CH2:24][N:25]([CH3:27])[CH3:26])[CH:22]=2)=[CH:14][C:13]=1[CH3:34], predict the reaction product. The product is: [N:5]1[C:4]2[NH:8][CH2:9][CH2:10][C:3]=2[C:2]([N:31]2[CH2:30][CH2:29][CH:28]([C:20]3[N:21]([CH2:23][CH2:24][N:25]([CH3:26])[CH3:27])[CH:22]=[C:18]([C:15]4[CH:16]=[CH:17][C:12]([F:11])=[C:13]([CH3:34])[CH:14]=4)[N:19]=3)[CH2:33][CH2:32]2)=[N:7][CH:6]=1. (4) The product is: [Cl:11][C:12]1[CH:17]=[C:16]([CH:18]([OH:19])[CH2:4][CH2:5][CH:6]([O:9][CH3:10])[O:7][CH3:8])[C:15]([F:20])=[CH:14][N:13]=1. Given the reactants II.Br[CH2:4][CH2:5][CH:6]([O:9][CH3:10])[O:7][CH3:8].[Cl:11][C:12]1[CH:17]=[C:16]([CH:18]=[O:19])[C:15]([F:20])=[CH:14][N:13]=1.[NH4+].[Cl-], predict the reaction product. (5) Given the reactants [C:1]([O:5][C:6]([NH:8][CH2:9][CH2:10][C:11]1[C:19]2[C:14](=[CH:15][CH:16]=[C:17]([Cl:20])[CH:18]=2)[NH:13][C:12]=1[C:21]([OH:23])=O)=[O:7])([CH3:4])([CH3:3])[CH3:2].[CH:24]1[CH:25]=[CH:26][C:27]2N(O)N=N[C:28]=2[CH:29]=1.[CH3:34][CH2:35][N:36](C(C)C)C(C)C.CCN=C=NCCCN(C)C.[CH3:54][N:55]1[C:59](=O)[CH2:58][CH2:57][CH2:56]1, predict the reaction product. The product is: [C:1]([O:5][C:6](=[O:7])[NH:8][CH2:9][CH2:10][C:11]1[C:19]2[C:14](=[CH:15][CH:16]=[C:17]([Cl:20])[CH:18]=2)[NH:13][C:12]=1[C:21](=[O:23])[NH:36][CH2:35][CH2:34][C:28]1[CH:27]=[CH:26][C:25]([N:55]2[CH2:54][CH2:56][CH2:57][CH2:58][CH2:59]2)=[CH:24][CH:29]=1)([CH3:2])([CH3:3])[CH3:4]. (6) Given the reactants [C:1]([CH:3]1[C:8](=O)[CH2:7][CH2:6][N:5]([C:10]([O:12][C:13]([CH3:16])([CH3:15])[CH3:14])=[O:11])[CH2:4]1)#[N:2].O.[NH2:18][NH2:19], predict the reaction product. The product is: [NH2:2][C:1]1[C:3]2[CH2:4][N:5]([C:10]([O:12][C:13]([CH3:16])([CH3:15])[CH3:14])=[O:11])[CH2:6][CH2:7][C:8]=2[NH:19][N:18]=1. (7) Given the reactants C[O:2][C:3]1[CH:8]=[CH:7][C:6]([S:9]([OH:11])=[O:10])=[CH:5][CH:4]=1.[C:12]1(B(O)O)[C:21]2[C:16](=[CH:17][CH:18]=[CH:19][CH:20]=2)[CH:15]=[CH:14][CH:13]=1.C(N(CC)CC)C.Cl, predict the reaction product. The product is: [C:20]1([S:9]([C:6]2[CH:7]=[CH:8][C:3]([OH:2])=[CH:4][CH:5]=2)(=[O:11])=[O:10])[C:21]2[C:16](=[CH:15][CH:14]=[CH:13][CH:12]=2)[CH:17]=[CH:18][CH:19]=1. (8) Given the reactants C(OC(NCCCCCO[C:15]1[C:16]([CH2:26][CH:27]=[CH2:28])=[C:17]2[C:22](=[CH:23][CH:24]=1)[C:21](=[O:25])[CH2:20][CH2:19][CH2:18]2)=O)(C)(C)C.[C:29]([O:33][C:34]([NH:36][CH2:37][C:38]([CH3:44])([CH3:43])[CH2:39][CH2:40][CH2:41][OH:42])=[O:35])([CH3:32])([CH3:31])[CH3:30], predict the reaction product. The product is: [C:29]([O:33][C:34]([NH:36][CH2:37][C:38]([CH3:44])([CH3:43])[CH2:39][CH2:40][CH2:41][O:42][C:15]1[C:16]([CH2:26][CH:27]=[CH2:28])=[C:17]2[C:22](=[CH:23][CH:24]=1)[C:21](=[O:25])[CH2:20][CH2:19][CH2:18]2)=[O:35])([CH3:32])([CH3:31])[CH3:30]. (9) Given the reactants [Cl:1][C:2]1[CH:3]=[C:4]([CH:14]=[CH:15][C:16]=1[Cl:17])[CH2:5][N:6]1[CH2:11][CH2:10][O:9][CH:8]([CH2:12][NH2:13])[CH2:7]1.[Cl:18][C:19]1[CH:24]=[CH:23][C:22]([CH2:25][C:26](O)=[O:27])=[CH:21][CH:20]=1, predict the reaction product. The product is: [Cl:18][C:19]1[CH:24]=[CH:23][C:22]([CH2:25][C:26]([NH:13][CH2:12][CH:8]2[O:9][CH2:10][CH2:11][N:6]([CH2:5][C:4]3[CH:14]=[CH:15][C:16]([Cl:17])=[C:2]([Cl:1])[CH:3]=3)[CH2:7]2)=[O:27])=[CH:21][CH:20]=1. (10) Given the reactants N1([C:6]([N:8]2[CH:12]=[CH:11][N:10]=[CH:9]2)=[O:7])C=CN=C1.[O:13]1[CH2:17][CH2:16][CH2:15][CH:14]1[CH2:18][CH2:19]C(O)=O, predict the reaction product. The product is: [N:8]1([C:6](=[O:7])[CH2:19][CH2:18][CH:14]2[CH2:15][CH2:16][CH2:17][O:13]2)[CH:12]=[CH:11][N:10]=[CH:9]1.